This data is from NCI-60 drug combinations with 297,098 pairs across 59 cell lines. The task is: Regression. Given two drug SMILES strings and cell line genomic features, predict the synergy score measuring deviation from expected non-interaction effect. (1) Drug 1: CC1=CC=C(C=C1)C2=CC(=NN2C3=CC=C(C=C3)S(=O)(=O)N)C(F)(F)F. Drug 2: C1=CN(C(=O)N=C1N)C2C(C(C(O2)CO)O)O.Cl. Cell line: HOP-92. Synergy scores: CSS=33.3, Synergy_ZIP=-7.30, Synergy_Bliss=0.349, Synergy_Loewe=-16.1, Synergy_HSA=0.804. (2) Cell line: NCI/ADR-RES. Drug 1: C1=CC(=CC=C1CC(C(=O)O)N)N(CCCl)CCCl.Cl. Drug 2: C1=NC2=C(N1)C(=S)N=CN2. Synergy scores: CSS=9.41, Synergy_ZIP=-10.4, Synergy_Bliss=-16.7, Synergy_Loewe=-28.7, Synergy_HSA=-15.7. (3) Drug 1: CC1=C2C(C(=O)C3(C(CC4C(C3C(C(C2(C)C)(CC1OC(=O)C(C(C5=CC=CC=C5)NC(=O)OC(C)(C)C)O)O)OC(=O)C6=CC=CC=C6)(CO4)OC(=O)C)O)C)O. Drug 2: CC1C(C(CC(O1)OC2CC(CC3=C2C(=C4C(=C3O)C(=O)C5=C(C4=O)C(=CC=C5)OC)O)(C(=O)CO)O)N)O.Cl. Cell line: SR. Synergy scores: CSS=63.3, Synergy_ZIP=-2.72, Synergy_Bliss=-2.94, Synergy_Loewe=0.738, Synergy_HSA=2.85. (4) Drug 1: CC(CN1CC(=O)NC(=O)C1)N2CC(=O)NC(=O)C2. Drug 2: C1CN(P(=O)(OC1)NCCCl)CCCl. Cell line: RXF 393. Synergy scores: CSS=12.9, Synergy_ZIP=-1.68, Synergy_Bliss=0.187, Synergy_Loewe=-7.04, Synergy_HSA=0.0240. (5) Drug 1: C1=CC(=CC=C1CCC2=CNC3=C2C(=O)NC(=N3)N)C(=O)NC(CCC(=O)O)C(=O)O. Drug 2: CC(C)(C#N)C1=CC(=CC(=C1)CN2C=NC=N2)C(C)(C)C#N. Cell line: RXF 393. Synergy scores: CSS=10.0, Synergy_ZIP=-3.18, Synergy_Bliss=-3.55, Synergy_Loewe=-4.08, Synergy_HSA=-1.12. (6) Drug 1: COC1=CC(=CC(=C1O)OC)C2C3C(COC3=O)C(C4=CC5=C(C=C24)OCO5)OC6C(C(C7C(O6)COC(O7)C8=CC=CS8)O)O. Drug 2: CC(C)NC(=O)C1=CC=C(C=C1)CNNC.Cl. Cell line: CAKI-1. Synergy scores: CSS=44.8, Synergy_ZIP=-2.12, Synergy_Bliss=-3.04, Synergy_Loewe=-49.5, Synergy_HSA=-1.12. (7) Drug 1: CC1=C(C(=O)C2=C(C1=O)N3CC4C(C3(C2COC(=O)N)OC)N4)N. Drug 2: COCCOC1=C(C=C2C(=C1)C(=NC=N2)NC3=CC=CC(=C3)C#C)OCCOC.Cl. Cell line: NCIH23. Synergy scores: CSS=23.3, Synergy_ZIP=-8.03, Synergy_Bliss=-12.1, Synergy_Loewe=-24.4, Synergy_HSA=-10.1. (8) Drug 1: C1=CC(=CC=C1CCC2=CNC3=C2C(=O)NC(=N3)N)C(=O)NC(CCC(=O)O)C(=O)O. Drug 2: CN(CCCl)CCCl.Cl. Cell line: HOP-62. Synergy scores: CSS=28.6, Synergy_ZIP=-7.11, Synergy_Bliss=-2.38, Synergy_Loewe=-14.5, Synergy_HSA=-1.93. (9) Drug 1: CCC1(CC2CC(C3=C(CCN(C2)C1)C4=CC=CC=C4N3)(C5=C(C=C6C(=C5)C78CCN9C7C(C=CC9)(C(C(C8N6C=O)(C(=O)OC)O)OC(=O)C)CC)OC)C(=O)OC)O.OS(=O)(=O)O. Drug 2: C(=O)(N)NO. Cell line: SN12C. Synergy scores: CSS=-6.88, Synergy_ZIP=4.01, Synergy_Bliss=3.56, Synergy_Loewe=-4.86, Synergy_HSA=-4.87. (10) Drug 1: CC1=C2C(C(=O)C3(C(CC4C(C3C(C(C2(C)C)(CC1OC(=O)C(C(C5=CC=CC=C5)NC(=O)OC(C)(C)C)O)O)OC(=O)C6=CC=CC=C6)(CO4)OC(=O)C)OC)C)OC. Drug 2: CN(C)N=NC1=C(NC=N1)C(=O)N. Cell line: SN12C. Synergy scores: CSS=51.4, Synergy_ZIP=8.79, Synergy_Bliss=8.36, Synergy_Loewe=-7.43, Synergy_HSA=8.58.